Task: Predict which catalyst facilitates the given reaction.. Dataset: Catalyst prediction with 721,799 reactions and 888 catalyst types from USPTO Reactant: [CH:1]([N:4]([CH:23]([CH3:25])[CH3:24])[C:5](=[O:22])[CH2:6][CH:7]([C:16]1[CH:21]=[CH:20][CH:19]=[CH:18][CH:17]=1)OC1C=CC(C)=CC=1)([CH3:3])[CH3:2].[OH-:26].[Na+]. Product: [OH:26][C:19]1[CH:20]=[CH:21][C:16]([CH3:7])=[CH:17][C:18]=1[CH:7]([C:16]1[CH:17]=[CH:18][CH:19]=[CH:20][CH:21]=1)[CH2:6][C:5]([N:4]([CH:1]([CH3:2])[CH3:3])[CH:23]([CH3:24])[CH3:25])=[O:22]. The catalyst class is: 11.